From a dataset of Experimentally validated miRNA-target interactions with 360,000+ pairs, plus equal number of negative samples. Binary Classification. Given a miRNA mature sequence and a target amino acid sequence, predict their likelihood of interaction. (1) The miRNA is mmu-miR-3968 with sequence CGAAUCCCACUCCAGACACCA. The protein sequence of the target gene is MSAETASGPTEDQVEILEYNFNKVDKHPDSTTLCLIAAEAGLSEEETQKWFKQRLAKWRRSEGLPSECRSVTD. Result: 0 (no interaction). (2) Result: 0 (no interaction). The miRNA is mmu-miR-6393 with sequence CUGCCCACGAAGCACACUGAGU. The protein sequence of the target gene is MPRGSRSRTSRVTPPASRAPQMRAAPRRAPAAQPPAAAAPSAVGSPAAAPRQPGLMAQMATTAAGVAVGSAVGHTLGHAITGGFSGGGSAEPAKPDITYQEPQGAQLQNQQSFGPCSLEIKQFLECAQNQSDVKLCEGFNEVLRQCRIANGLM. (3) The miRNA is mmu-miR-486b-3p with sequence CGGGGCAGCUCAGUACAGGA. The protein sequence of the target gene is MESQEPTESSQNGKQYIISEELISEGKWVKLEKTTYMDPTGKTRTWESVKRTTRKEQTADGVAVIPVLQRTLHYECIVLVKQFRPPMGGYCIEFPAGLIDDGETPEAAALRELEEETGYKGDIAECSPAVCMDPGLSNCTIHIVTVTINGDDAENARPKPKPGDGEFVEVISLPKNDLLQRLDALVAEEHLTVDARVYSYALALKHANAKPFEVPFLKF. Result: 0 (no interaction).